This data is from Full USPTO retrosynthesis dataset with 1.9M reactions from patents (1976-2016). The task is: Predict the reactants needed to synthesize the given product. (1) The reactants are: [CH2:1]([C:9]1[CH:14]=[CH:13][C:12]([N:15]2[CH2:19][CH2:18][CH:17]([OH:20])[CH2:16]2)=[CH:11][CH:10]=1)[CH2:2][CH2:3][CH2:4][CH2:5][CH2:6][CH2:7][CH3:8].N1C=CC=CC=1.C1CCC(N=C=NC2CCCCC2)CC1.C(O)(C(F)(F)F)=O. Given the product [CH2:1]([C:9]1[CH:10]=[CH:11][C:12]([N:15]2[CH2:19][CH2:18][C:17](=[O:20])[CH2:16]2)=[CH:13][CH:14]=1)[CH2:2][CH2:3][CH2:4][CH2:5][CH2:6][CH2:7][CH3:8], predict the reactants needed to synthesize it. (2) Given the product [OH:18][CH:3]([CH2:4][OH:21])[CH2:2][CH2:1][N:5]1[C:10]2=[N:11][C:12]([O:15][CH3:16])=[CH:13][N:14]=[C:9]2[CH:8]=[CH:7][C:6]1=[O:17], predict the reactants needed to synthesize it. The reactants are: [CH2:1]([N:5]1[C:10]2=[N:11][C:12]([O:15][CH3:16])=[CH:13][N:14]=[C:9]2[CH:8]=[CH:7][C:6]1=[O:17])[CH2:2][CH:3]=[CH2:4].[OH2:18].C([O:21]CC)C. (3) Given the product [CH3:1][O:2][C:3]1[CH:8]=[C:7]([O:9][CH3:10])[CH:6]=[CH:5][C:4]=1[CH:11]([CH2:12][C:13]([C:15]1[CH:16]=[CH:17][C:18]([O:21][CH2:22][CH:23]=[CH2:24])=[CH:19][CH:20]=1)=[O:14])[C:25]#[N:26], predict the reactants needed to synthesize it. The reactants are: [CH3:1][O:2][C:3]1[CH:8]=[C:7]([O:9][CH3:10])[CH:6]=[CH:5][C:4]=1[CH:11]=[CH:12][C:13]([C:15]1[CH:20]=[CH:19][C:18]([O:21][CH2:22][CH:23]=[CH2:24])=[CH:17][CH:16]=1)=[O:14].[C-:25]#[N:26].[Na+].[Cl-].[NH4+]. (4) Given the product [F:29][C:23]1[CH:24]=[C:25]([I:28])[CH:26]=[CH:27][C:22]=1[NH:21][C:16]1[C:17]([C:18]([NH:41][CH2:42][CH2:43][OH:44])=[O:20])=[CH:12][N:13]([CH3:31])[C:14](=[O:30])[CH:15]=1, predict the reactants needed to synthesize it. The reactants are: FC1C(F)=C(F)C(F)=C(F)C=1[C:12]1[N:13]([CH3:31])[C:14](=[O:30])[CH:15]=[C:16]([NH:21][C:22]2[CH:27]=[CH:26][C:25]([I:28])=[CH:24][C:23]=2[F:29])[C:17]=1[C:18]([O-:20])=O.CCN(C(C)C)C(C)C.[NH2:41][CH2:42][CH2:43][OH:44]. (5) The reactants are: [CH3:1][C:2]1[O:3][C:4]([C:8]([OH:10])=O)=[C:5]([CH3:7])[N:6]=1.O1CCCC1.C(Cl)(=O)C(Cl)=O.[NH2:22][C:23]1[CH:24]=[C:25]([CH:42]=[CH:43][C:44]=1[CH3:45])[O:26][C:27]1[CH:28]=[CH:29][C:30]2[N:31]([CH:33]=[C:34]([NH:36][C:37]([CH:39]3[CH2:41][CH2:40]3)=[O:38])[N:35]=2)[N:32]=1. Given the product [CH:39]1([C:37]([NH:36][C:34]2[N:35]=[C:30]3[CH:29]=[CH:28][C:27]([O:26][C:25]4[CH:42]=[CH:43][C:44]([CH3:45])=[C:23]([NH:22][C:8]([C:4]5[O:3][C:2]([CH3:1])=[N:6][C:5]=5[CH3:7])=[O:10])[CH:24]=4)=[N:32][N:31]3[CH:33]=2)=[O:38])[CH2:40][CH2:41]1, predict the reactants needed to synthesize it. (6) Given the product [Cl:2][C:3]1[C:4]([I:23])=[C:5]2[N:11]=[C:10]([C:12]3[CH:21]=[CH:20][C:15]([C:16]([O:18][CH3:19])=[O:17])=[CH:14][CH:13]=3)[NH:9][C:6]2=[N:7][CH:8]=1, predict the reactants needed to synthesize it. The reactants are: Cl.[Cl:2][C:3]1[C:4](Cl)=[C:5]2[N:11]=[C:10]([C:12]3[CH:21]=[CH:20][C:15]([C:16]([O:18][CH3:19])=[O:17])=[CH:14][CH:13]=3)[NH:9][C:6]2=[N:7][CH:8]=1.[I-:23].[Na+].[O-]S([O-])(=S)=O.[Na+].[Na+]. (7) Given the product [Cl:1][C:2]1[CH:8]=[C:7]2[C:5](=[CH:4][C:3]=1[OH:9])[O:6][CH:28]=[C:18]([C:13]1[CH:14]=[CH:15][CH:16]=[CH:17][C:12]=1[O:11][CH3:10])[C:19]2=[O:21], predict the reactants needed to synthesize it. The reactants are: [Cl:1][C:2]1[CH:8]=[CH:7][C:5]([OH:6])=[CH:4][C:3]=1[OH:9].[CH3:10][O:11][C:12]1[CH:17]=[CH:16][CH:15]=[CH:14][C:13]=1[CH2:18][C:19]([OH:21])=O.P(Cl)(Cl)(Cl)(Cl)Cl.[CH3:28]N(C=O)C.